This data is from Drug-target binding data from BindingDB using IC50 measurements. The task is: Regression. Given a target protein amino acid sequence and a drug SMILES string, predict the binding affinity score between them. We predict pIC50 (pIC50 = -log10(IC50 in M); higher means more potent). Dataset: bindingdb_ic50. The compound is COc1ccc(OC)c(N2C(=O)C(=Cc3ccco3)C(=O)NC2=S)c1. The target protein sequence is MPPPDKARRDVLISKALSYLLRHGAEKEKLSIDDQGYVKISDVLSHQRLKSLKTTRDDINRIVQENDKKRFTIKDDMICANQGHSLKAVKNDNLTPMTVDELNQLRIYHGTYRTKLPLIKSSGGLSKMNRNHIHFTCEQYSTCSGIRYNANVLIYINASKCIEHGIVFYKSLNNVILTSGDKDGKLSWEFIDRIVGLDGNEINKEQV. The pIC50 is 5.1.